From a dataset of Full USPTO retrosynthesis dataset with 1.9M reactions from patents (1976-2016). Predict the reactants needed to synthesize the given product. (1) The reactants are: [F:1][C:2]([F:7])([F:6])[C:3]([OH:5])=[O:4].[F:8][C:9]1[CH:14]=[CH:13][C:12]([C:15]2[N:16]=[C:17]([NH:20][CH2:21][C:22]([OH:24])=O)[S:18][CH:19]=2)=[CH:11][CH:10]=1.[F:25][C:26]1[CH:32]=[CH:31][C:29]([NH2:30])=[CH:28][CH:27]=1. Given the product [F:1][C:2]([F:7])([F:6])[C:3]([OH:5])=[O:4].[F:25][C:26]1[CH:32]=[CH:31][C:29]([NH:30][C:22](=[O:24])[CH2:21][NH:20][C:17]2[S:18][CH:19]=[C:15]([C:12]3[CH:11]=[CH:10][C:9]([F:8])=[CH:14][CH:13]=3)[N:16]=2)=[CH:28][CH:27]=1, predict the reactants needed to synthesize it. (2) Given the product [NH2:33][C:14]1[N:13]=[C:12]([O:11][CH2:7][CH2:8][CH2:9][CH3:10])[N:20]=[C:19]2[C:15]=1[NH:16][C:17](=[O:31])[N:18]2[CH2:21][CH2:22][CH2:23][CH2:24][CH:25]1[CH2:30][CH2:29][N:28]([CH:2]([CH2:5][CH3:6])[CH2:3][CH3:4])[CH2:27][CH2:26]1, predict the reactants needed to synthesize it. The reactants are: Br[CH:2]([CH2:5][CH3:6])[CH2:3][CH3:4].[CH2:7]([O:11][C:12]1[N:20]=[C:19]2[C:15]([N:16]=[C:17]([O:31]C)[N:18]2[CH2:21][CH2:22][CH2:23][CH2:24][CH:25]2[CH2:30][CH2:29][NH:28][CH2:27][CH2:26]2)=[C:14]([NH2:33])[N:13]=1)[CH2:8][CH2:9][CH3:10].CCN(C(C)C)C(C)C.C(=O)([O-])[O-].[K+].[K+]. (3) Given the product [F:34][C:17]1[CH:16]=[C:15]([C:14]2[N:13]3[C:8]([C:9](=[O:23])[CH2:10][CH2:11][CH2:12]3)=[C:7]3[N:2]([CH3:1])[C:3](=[O:26])[N:4]([CH3:25])[C:5](=[O:24])[C:6]=23)[CH:22]=[CH:21][CH:20]=1, predict the reactants needed to synthesize it. The reactants are: [CH3:1][N:2]1[C:7]2=[C:8]3[N:13]([C:14]([C:15]4[CH:16]=[C:17]([CH:20]=[CH:21][CH:22]=4)C#N)=[C:6]2[C:5](=[O:24])[N:4]([CH3:25])[C:3]1=[O:26])[CH2:12][CH2:11][CH2:10][C:9]3=[O:23].BrC1C=CC=C([F:34])C=1. (4) The reactants are: C([N:8]1[CH2:13][CH2:12][CH2:11][CH:10]([NH:14][C:15]2[CH:16]=[C:17]([N:26](CC3C=CC(OC)=CC=3)[C:27]3[CH:32]=[CH:31][CH:30]=[CH:29][CH:28]=3)[C:18]3[N:19](C(C#N)=C[N:23]=3)[N:20]=2)C1)C1C=CC=CC=1.ClC1C=C(N(CC2C=CC(OC)=CC=2)C2C=CC=CC=2)C2N([C:49]([CH:52]=[CH:53][C:54]3C=CN=CC=3)=[CH:50]N=2)N=1.[C:76](O)([C:78](F)(F)F)=O. Given the product [NH2:8][C@H:13]1[CH2:12][CH2:11][C@H:10]([NH:14][C:15]2[CH:16]=[C:17]([NH:26][C:27]3[CH:28]=[CH:29][CH:30]=[CH:31][CH:32]=3)[C:18]3[N:19]([C:49]([C:52]#[C:53][CH3:54])=[CH:50][N:23]=3)[N:20]=2)[CH2:78][CH2:76]1, predict the reactants needed to synthesize it. (5) Given the product [Cl:1][C:2]1[CH:7]=[CH:6][C:5]([S:8]([N:11]([CH2:27][C:28]2[CH:29]=[C:30]([F:37])[C:31]([C:32]#[N:33])=[CH:34][C:35]=2[F:36])[C@@H:12]2[CH2:17][CH2:16][CH2:15][CH2:14][C@H:13]2[CH2:18][OH:19])(=[O:9])=[O:10])=[CH:4][CH:3]=1, predict the reactants needed to synthesize it. The reactants are: [Cl:1][C:2]1[CH:7]=[CH:6][C:5]([S:8]([NH:11][C@@H:12]2[CH2:17][CH2:16][CH2:15][CH2:14][C@H:13]2[CH2:18][OH:19])(=[O:10])=[O:9])=[CH:4][CH:3]=1.C(=O)([O-])[O-].[Cs+].[Cs+].Br[CH2:27][C:28]1[C:35]([F:36])=[CH:34][C:31]([C:32]#[N:33])=[C:30]([F:37])[CH:29]=1.O1C=NC(C2C=CC(CN([C@@H]3CCCC[C@H]3CO)S(C3C=CC(Cl)=CC=3)(=O)=O)=CC=2)=N1. (6) Given the product [NH:1]1[CH2:6][CH2:5][CH:4]([C:7]2[CH:8]=[C:9]3[C:13](=[CH:14][CH:15]=2)[NH:12][CH:11]=[CH:10]3)[CH2:3][CH2:2]1, predict the reactants needed to synthesize it. The reactants are: [NH:1]1[CH2:6][CH:5]=[C:4]([C:7]2[CH:8]=[C:9]3[C:13](=[CH:14][CH:15]=2)[NH:12][CH:11]=[CH:10]3)[CH2:3][CH2:2]1.[H][H]. (7) Given the product [CH2:14]([C:10]1([C:11]([O:13][CH2:14][CH2:15][C:16]2[CH:21]=[CH:20][CH:19]=[CH:18][N:17]=2)=[O:12])[CH:22]=[CH:23][C:7]([C:4]2[CH:2]=[CH:5][CH:23]=[CH:7][CH:8]=2)=[C:8]([CH3:24])[CH2:9]1)[CH2:15][CH2:16][CH2:21][CH2:20][CH2:19][CH3:18], predict the reactants needed to synthesize it. The reactants are: [Li][C:2]([CH3:5])([CH3:4])C.Br[C:7]1[CH:23]=[CH:22][C:10]([C:11]([O:13][CH2:14][CH2:15][C:16]2[CH:21]=[CH:20][CH:19]=[CH:18][N:17]=2)=[O:12])=[CH:9][C:8]=1[CH3:24]. (8) The reactants are: Br[C:2]1[C:7]([C:8]([OH:11])([CH3:10])[CH3:9])=[CH:6][CH:5]=[CH:4][N:3]=1.[F:12][C:13]1[CH:18]=[CH:17][C:16](/[CH:19]=[CH:20]/[C:21]2[CH:26]=[CH:25][C:24]([S:27]([O-:29])=[O:28])=[CH:23][CH:22]=2)=[CH:15][CH:14]=1.[Na+]. Given the product [F:12][C:13]1[CH:14]=[CH:15][C:16](/[CH:19]=[CH:20]/[C:21]2[CH:26]=[CH:25][C:24]([S:27]([C:2]3[C:7]([C:8]([OH:11])([CH3:10])[CH3:9])=[CH:6][CH:5]=[CH:4][N:3]=3)(=[O:29])=[O:28])=[CH:23][CH:22]=2)=[CH:17][CH:18]=1, predict the reactants needed to synthesize it.